Task: Regression. Given two drug SMILES strings and cell line genomic features, predict the synergy score measuring deviation from expected non-interaction effect.. Dataset: Merck oncology drug combination screen with 23,052 pairs across 39 cell lines (1) Drug 1: O=P1(N(CCCl)CCCl)NCCCO1. Drug 2: CNC(=O)c1cc(Oc2ccc(NC(=O)Nc3ccc(Cl)c(C(F)(F)F)c3)cc2)ccn1. Cell line: NCIH1650. Synergy scores: synergy=3.11. (2) Drug 1: CCC1=CC2CN(C1)Cc1c([nH]c3ccccc13)C(C(=O)OC)(c1cc3c(cc1OC)N(C)C1C(O)(C(=O)OC)C(OC(C)=O)C4(CC)C=CCN5CCC31C54)C2. Drug 2: O=C(NOCC(O)CO)c1ccc(F)c(F)c1Nc1ccc(I)cc1F. Cell line: A2780. Synergy scores: synergy=4.51. (3) Drug 1: CCC1=CC2CN(C1)Cc1c([nH]c3ccccc13)C(C(=O)OC)(c1cc3c(cc1OC)N(C)C1C(O)(C(=O)OC)C(OC(C)=O)C4(CC)C=CCN5CCC31C54)C2. Drug 2: Cn1cc(-c2cnn3c(N)c(Br)c(C4CCCNC4)nc23)cn1. Cell line: COLO320DM. Synergy scores: synergy=6.30. (4) Drug 1: CS(=O)(=O)CCNCc1ccc(-c2ccc3ncnc(Nc4ccc(OCc5cccc(F)c5)c(Cl)c4)c3c2)o1. Drug 2: C#Cc1cccc(Nc2ncnc3cc(OCCOC)c(OCCOC)cc23)c1. Cell line: UWB1289. Synergy scores: synergy=15.9. (5) Drug 1: CCC1(O)C(=O)OCc2c1cc1n(c2=O)Cc2cc3c(CN(C)C)c(O)ccc3nc2-1. Drug 2: CCc1cnn2c(NCc3ccc[n+]([O-])c3)cc(N3CCCCC3CCO)nc12. Cell line: UWB1289. Synergy scores: synergy=-12.2. (6) Drug 1: CCN(CC)CCNC(=O)c1c(C)[nH]c(C=C2C(=O)Nc3ccc(F)cc32)c1C. Drug 2: Cc1nc(Nc2ncc(C(=O)Nc3c(C)cccc3Cl)s2)cc(N2CCN(CCO)CC2)n1. Cell line: CAOV3. Synergy scores: synergy=10.0. (7) Drug 1: CCN(CC)CCNC(=O)c1c(C)[nH]c(C=C2C(=O)Nc3ccc(F)cc32)c1C. Drug 2: NC1(c2ccc(-c3nc4ccn5c(=O)[nH]nc5c4cc3-c3ccccc3)cc2)CCC1. Cell line: HCT116. Synergy scores: synergy=35.4.